This data is from Reaction yield outcomes from USPTO patents with 853,638 reactions. The task is: Predict the reaction yield, written as a fraction of the theoretical maximum amount of product (1.0 means a 100% yield; for example, 0.34 means a 34% yield). (1) The reactants are B(F)(F)F.CCOCC.[C:10]([O:20][CH2:21][CH3:22])([O:17][CH2:18][CH3:19])([O:14][CH2:15][CH3:16])OCC.C([Li])CCC.[CH3:28][Si:29]([C:32]#[CH:33])([CH3:31])[CH3:30].F[B-](F)(F)F.C(O[C+](OCC)OCC)C.C(=O)([O-])[O-].[K+].[K+]. The catalyst is C(OCC)C. The product is [CH3:28][Si:29]([CH3:31])([CH3:30])[C:32]#[C:33][C:10]([O:14][CH2:15][CH3:16])([O:17][CH2:18][CH3:19])[O:20][CH2:21][CH3:22]. The yield is 1.00. (2) The reactants are Br[C:2]1[CH:7]=[CH:6][CH:5]=[CH:4][N:3]=1.[CH2:8]([N:12]1[N:16]=[C:15]2[CH:17]=[CH:18][C:19]([CH3:22])=[C:20]([CH3:21])[C:14]2=[N:13]1)[CH2:9][C:10]#[CH:11]. No catalyst specified. The product is [CH3:21][C:20]1[C:14]2[C:15](=[N:16][N:12]([CH2:8][CH2:9][C:10]#[C:11][C:2]3[CH:7]=[CH:6][CH:5]=[CH:4][N:3]=3)[N:13]=2)[CH:17]=[CH:18][C:19]=1[CH3:22]. The yield is 0.630. (3) The reactants are [NH2:1][C:2]1[CH:7]=[CH:6][CH:5]=[CH:4][CH:3]=1.C[Si](Cl)(C)C.CC1(C)[O:19][C:18](=O)[CH2:17][C:16](=[O:21])[O:15]1.C([O-])(O)=O.[Na+]. The catalyst is C(Cl)Cl. The product is [O:19]=[C:18]([NH:1][C:2]1[CH:7]=[CH:6][CH:5]=[CH:4][CH:3]=1)[CH2:17][C:16]([OH:21])=[O:15]. The yield is 0.650. (4) The reactants are [Cl:1][C:2]1[C:10]2[N:9]=[C:8]3[N:11]([C:15]4[CH:20]=[CH:19][C:18]([Cl:21])=[CH:17][C:16]=4[Cl:22])[CH2:12][CH2:13][CH2:14][N:7]3[C:6]=2[C:5]([CH:23]([CH2:30][CH3:31])[CH2:24][C:25](OCC)=[O:26])=[CH:4][CH:3]=1.[OH-].[Na+].ClC(OCC)=O.[NH3:40]. The yield is 0.370. The product is [Cl:1][C:2]1[C:10]2[N:9]=[C:8]3[N:11]([C:15]4[CH:20]=[CH:19][C:18]([Cl:21])=[CH:17][C:16]=4[Cl:22])[CH2:12][CH2:13][CH2:14][N:7]3[C:6]=2[C:5]([CH:23]([CH2:30][CH3:31])[CH2:24][C:25]([NH2:40])=[O:26])=[CH:4][CH:3]=1. The catalyst is O1CCCC1.C(OCC)(=O)C.